This data is from Forward reaction prediction with 1.9M reactions from USPTO patents (1976-2016). The task is: Predict the product of the given reaction. (1) Given the reactants [CH:1]1([NH:6][C:7]([N:9]2[C:17]3[C:12](=[CH:13][C:14]([O:18][C:19]4[CH:24]=[CH:23][N:22]=[C:21]([N:25]([C:35]([O:37]C5C=CC=CC=5)=O)C(=O)OC5C=CC=CC=5)[CH:20]=4)=[CH:15][CH:16]=3)[CH:11]=[CH:10]2)=[O:8])[CH2:5][CH2:4][CH2:3][CH2:2]1.[NH:44]1[CH2:49][CH2:48][O:47][CH2:46][CH2:45]1, predict the reaction product. The product is: [CH:1]1([NH:6][C:7]([N:9]2[C:17]3[C:12](=[CH:13][C:14]([O:18][C:19]4[CH:24]=[CH:23][N:22]=[C:21]([NH:25][C:35]([N:44]5[CH2:49][CH2:48][O:47][CH2:46][CH2:45]5)=[O:37])[CH:20]=4)=[CH:15][CH:16]=3)[CH:11]=[CH:10]2)=[O:8])[CH2:2][CH2:3][CH2:4][CH2:5]1. (2) Given the reactants Cl[C:2]1C=[CH:6][C:5]([CH3:8])=[CH:4][C:3]=1[O:9][CH3:10].C(OOC(=O)C1C=CC=CC=1)(=O)C1C=CC=CC=1.C1C(=O)N([Br:36])C(=O)C1.[C:37]([Cl:41])(Cl)(Cl)Cl, predict the reaction product. The product is: [Br:36][CH2:8][C:5]1[CH:6]=[C:37]([Cl:41])[CH:2]=[C:3]([O:9][CH3:10])[CH:4]=1. (3) Given the reactants [N-:1]=[N+:2]=[N-:3].[Na+].[O:5]=[C:6]1[O:12][C@H:11]([C@H:13]([CH2:15]O)O)[C:9]([O-])=[C:7]1O.[Na+].O.[CH2:19](Cl)Cl.[CH3:22][CH2:23]O, predict the reaction product. The product is: [N:1]([C:13]1[CH:11]=[CH:9][C:7]([CH:6]2[O:5][CH2:23][CH2:22][O:12]2)=[CH:19][CH:15]=1)=[N+:2]=[N-:3]. (4) Given the reactants [H-].[Na+].[NH:3]1[C:11]2[C:6](=[CH:7][CH:8]=[CH:9][CH:10]=2)[CH2:5][C:4]1=[O:12].S(OC)(O[CH3:17])(=O)=O, predict the reaction product. The product is: [CH3:17][N:3]1[C:11]2[C:6](=[CH:7][CH:8]=[CH:9][CH:10]=2)[CH2:5][C:4]1=[O:12]. (5) The product is: [CH:19]1[C:14]2[CH2:13][C@H:12]3[N:2]([CH2:1][CH:23]4[CH2:26][CH2:25][CH2:24]4)[CH2:3][CH2:4][C@:5]45[C@H:6]([C@@H:7]([OH:8])[CH2:9][CH2:10][C@@:11]34[OH:22])[O:21][C:16]([C:15]=25)=[C:17]([OH:20])[CH:18]=1. Given the reactants [CH3:1][N:2]1[C@@H:12]2[CH2:13][C:14]3[CH:19]=[CH:18][C:17]([OH:20])=[C:16]4[O:21][C@H:6]5[C:7]([CH:9]=[CH:10][C@:11]2([OH:22])[C@:5]5([C:15]=34)[CH2:4][CH2:3]1)=[O:8].[CH:23]1(C=O)[CH2:26][CH2:25][CH2:24]1.C(O[BH-](OC(=O)C)OC(=O)C)(=O)C.[Na+].C(O)(=O)C, predict the reaction product. (6) Given the reactants Br[C:2]1[CH:7]=[CH:6][N:5]=[C:4]2[N:8]([S:22]([C:25]3[CH:30]=[CH:29][CH:28]=[CH:27][CH:26]=3)(=[O:24])=[O:23])[C:9]([C:11]3[CH:12]=[C:13]([NH:17][S:18]([CH3:21])(=[O:20])=[O:19])[CH:14]=[CH:15][CH:16]=3)=[CH:10][C:3]=12.Br[C:32]1[C:33]([C:39]2[CH:44]=[CH:43][C:42]([NH:45][C:46](=[O:50])[N:47]([CH3:49])[CH3:48])=[CH:41][CH:40]=2)=[N:34][N:35]([CH2:37][CH3:38])[CH:36]=1, predict the reaction product. The product is: [CH3:48][N:47]([CH3:49])[C:46]([NH:45][C:42]1[CH:41]=[CH:40][C:39]([C:33]2[C:32]([C:2]3[CH:7]=[CH:6][N:5]=[C:4]4[N:8]([S:22]([C:25]5[CH:26]=[CH:27][CH:28]=[CH:29][CH:30]=5)(=[O:24])=[O:23])[C:9]([C:11]5[CH:12]=[C:13]([NH:17][S:18]([CH3:21])(=[O:20])=[O:19])[CH:14]=[CH:15][CH:16]=5)=[CH:10][C:3]=34)=[CH:36][N:35]([CH2:37][CH3:38])[N:34]=2)=[CH:44][CH:43]=1)=[O:50].